This data is from Forward reaction prediction with 1.9M reactions from USPTO patents (1976-2016). The task is: Predict the product of the given reaction. (1) Given the reactants [CH3:1][O:2][C:3](=[O:21])[C:4]1[CH:9]=[C:8]([Br:10])[CH:7]=[C:6]([N+:11]([O-:13])=[O:12])[C:5]=1[NH:14]C(=O)C(F)(F)F.Cl, predict the reaction product. The product is: [CH3:1][O:2][C:3](=[O:21])[C:4]1[CH:9]=[C:8]([Br:10])[CH:7]=[C:6]([N+:11]([O-:13])=[O:12])[C:5]=1[NH2:14]. (2) Given the reactants [C@H:1]12[CH2:7][C@H:4]([CH2:5][CH2:6]1)[CH2:3][C@H:2]2[NH:8][C:9]1[N:14]=[C:13]([C:15]([F:18])([F:17])[F:16])[C:12]([C:19]([O:21]C)=[O:20])=[CH:11][N:10]=1.CO.[OH-].[Na+].Cl, predict the reaction product. The product is: [C@H:1]12[CH2:7][C@H:4]([CH2:5][CH2:6]1)[CH2:3][C@H:2]2[NH:8][C:9]1[N:14]=[C:13]([C:15]([F:16])([F:17])[F:18])[C:12]([C:19]([OH:21])=[O:20])=[CH:11][N:10]=1. (3) Given the reactants Cl[C:2]1[C:26]([N+:27]([O-:29])=[O:28])=[CH:25][C:5]([C:6]([N:8]([CH:22]([CH3:24])[CH3:23])[C@@H:9]2[CH2:14][CH2:13][CH2:12][N:11]([C:15]([O:17][C:18]([CH3:21])([CH3:20])[CH3:19])=[O:16])[CH2:10]2)=[O:7])=[C:4]([CH3:30])[CH:3]=1.C(=O)([O-])[O-].[K+].[K+].[Br-].[Mg+2].[Br-].[S-2:40].[Li+].[Li+].Br[C:44]([CH3:57])([CH3:56])[C:45]([O:47][CH2:48][CH2:49][CH2:50][CH2:51][CH2:52][CH2:53][CH2:54][CH3:55])=[O:46], predict the reaction product. The product is: [CH3:56][C:44]([S:40][C:2]1[C:26]([N+:27]([O-:29])=[O:28])=[CH:25][C:5]([C:6]([N:8]([CH:22]([CH3:24])[CH3:23])[C@@H:9]2[CH2:14][CH2:13][CH2:12][N:11]([C:15]([O:17][C:18]([CH3:21])([CH3:20])[CH3:19])=[O:16])[CH2:10]2)=[O:7])=[C:4]([CH3:30])[CH:3]=1)([CH3:57])[C:45]([O:47][CH2:48][CH2:49][CH2:50][CH2:51][CH2:52][CH2:53][CH2:54][CH3:55])=[O:46]. (4) Given the reactants [Cl:1][C:2]1[CH:7]=[C:6]([F:8])[C:5]([N+:9]([O-])=O)=[CH:4][C:3]=1[F:12], predict the reaction product. The product is: [Cl:1][C:2]1[C:3]([F:12])=[CH:4][C:5]([NH2:9])=[C:6]([F:8])[CH:7]=1. (5) Given the reactants C1N2CCN(CC2)C1.C([Li])CCC.[Cl:14][C:15]1[CH:16]=[N:17][CH:18]=[CH:19][CH:20]=1.[CH3:21][O:22][CH:23]([O:32][CH3:33])[C:24](N1CCCCC1)=[O:25].[NH4+].[Cl-], predict the reaction product. The product is: [Cl:14][C:15]1[C:16]([C:24](=[O:25])[CH:23]([O:32][CH3:33])[O:22][CH3:21])=[N:17][CH:18]=[CH:19][CH:20]=1. (6) Given the reactants [F:1][C:2]([F:13])([F:12])[C:3]1[CH:8]=[CH:7][CH:6]=[CH:5][C:4]=1B(O)O.Br[C:15]1[C:16]2[CH:23]=[C:22]([CH2:24][O:25][C:26]3[CH:31]=[CH:30][C:29]([C@@H:32]([C:39]#[C:40][CH3:41])[CH2:33][C:34]([O:36][CH2:37][CH3:38])=[O:35])=[CH:28][CH:27]=3)[CH:21]=[CH:20][C:17]=2[S:18][CH:19]=1.C([O-])([O-])=O.[Cs+].[Cs+], predict the reaction product. The product is: [F:1][C:2]([F:13])([F:12])[C:3]1[CH:8]=[CH:7][CH:6]=[CH:5][C:4]=1[C:15]1[C:16]2[CH:23]=[C:22]([CH2:24][O:25][C:26]3[CH:27]=[CH:28][C:29]([C@@H:32]([C:39]#[C:40][CH3:41])[CH2:33][C:34]([O:36][CH2:37][CH3:38])=[O:35])=[CH:30][CH:31]=3)[CH:21]=[CH:20][C:17]=2[S:18][CH:19]=1. (7) Given the reactants [CH3:1][N:2]1[CH2:15][CH2:14][C:5]2[NH:6][C:7]3[CH:8]=[CH:9][C:10]([CH3:13])=[CH:11][C:12]=3[C:4]=2[CH2:3]1.[OH-].[K+].[CH2:18]([C:20]1[CH:25]=[CH:24][C:23]([CH:26]=[CH2:27])=[CH:22][N:21]=1)[CH3:19], predict the reaction product. The product is: [CH2:18]([C:20]1[N:21]=[CH:22][C:23]([CH2:26][CH2:27][N:6]2[C:7]3[CH:8]=[CH:9][C:10]([CH3:13])=[CH:11][C:12]=3[C:4]3[CH2:3][N:2]([CH3:1])[CH2:15][CH2:14][C:5]2=3)=[CH:24][CH:25]=1)[CH3:19].